Dataset: Forward reaction prediction with 1.9M reactions from USPTO patents (1976-2016). Task: Predict the product of the given reaction. (1) Given the reactants ClC(C1C=CC=CC=1)(C1C=CC=CC=1)C1C=CC=CC=1.[NH:21](C(OCC1C2C(=CC=CC=2)C2C1=CC=CC=2)=O)[C@H:22]([C:28]([O:30]C(C)(C)C)=[O:29])[CH2:23][CH2:24][C:25](=[O:27])[OH:26].CCN(C(C)C)C(C)C.C(O)(=O)CCCCCCCCCCCCCCC.C1C=CC2N(O)N=NC=2C=1.C1(N=C=NC2CCCCC2)CCCCC1, predict the reaction product. The product is: [NH2:21][C@H:22]([C:28]([OH:30])=[O:29])[CH2:23][CH2:24][C:25]([OH:27])=[O:26]. (2) The product is: [NH2:13][C:11]1[CH:10]=[CH:9][C:8]([C:16]([N:18]2[CH2:19][CH2:20][O:21][CH2:22][CH2:23]2)=[O:17])=[C:7]([N:2]([CH3:1])[S:3]([CH3:6])(=[O:5])=[O:4])[CH:12]=1. Given the reactants [CH3:1][N:2]([C:7]1[CH:12]=[C:11]([N+:13]([O-])=O)[CH:10]=[CH:9][C:8]=1[C:16]([N:18]1[CH2:23][CH2:22][O:21][CH2:20][CH2:19]1)=[O:17])[S:3]([CH3:6])(=[O:5])=[O:4].[Cl-].[NH4+].C1COCC1, predict the reaction product. (3) Given the reactants [CH3:1][O:2][C:3]([CH3:35])([CH3:34])[C:4]#[C:5][C:6]1[S:10][C:9]([C:11]([O:13]C)=[O:12])=[C:8]([N:15]([C:25]([C@H:27]2[CH2:32][CH2:31][C@H:30]([CH3:33])[CH2:29][CH2:28]2)=[O:26])[CH2:16][C:17]([N:19]2[CH2:24][CH2:23][O:22][CH2:21][CH2:20]2)=[O:18])[CH:7]=1.O[Li].O.Cl, predict the reaction product. The product is: [CH3:1][O:2][C:3]([CH3:34])([CH3:35])[C:4]#[C:5][C:6]1[S:10][C:9]([C:11]([OH:13])=[O:12])=[C:8]([N:15]([C:25]([C@H:27]2[CH2:32][CH2:31][C@H:30]([CH3:33])[CH2:29][CH2:28]2)=[O:26])[CH2:16][C:17]([N:19]2[CH2:24][CH2:23][O:22][CH2:21][CH2:20]2)=[O:18])[CH:7]=1. (4) The product is: [CH2:13]([O:15][C:16]([C:18]1[C:19]([CH3:26])=[N:20][C:21]([NH:12][CH2:11][CH2:10][CH2:9][C:5]2[CH:6]=[CH:7][CH:8]=[C:3]([O:2][CH3:1])[CH:4]=2)=[N:22][C:23]=1[CH3:24])=[O:17])[CH3:14]. Given the reactants [CH3:1][O:2][C:3]1[CH:4]=[C:5]([CH2:9][CH2:10][CH2:11][NH2:12])[CH:6]=[CH:7][CH:8]=1.[CH2:13]([O:15][C:16]([C:18]1[C:19]([CH3:26])=[N:20][C:21](Cl)=[N:22][C:23]=1[CH3:24])=[O:17])[CH3:14], predict the reaction product. (5) Given the reactants [F-].[CH2:2]([N+](CCCC)(CCCC)CCCC)CCC.[Cl:19][C:20]1[CH:41]=[C:40]([C:42]([NH:44][CH2:45][C:46]2[CH:51]=[CH:50][CH:49]=[C:48]([O:52][Si](C(C)(C)C)(C)C)[CH:47]=2)=[O:43])[CH:39]=[C:38]([Cl:60])[C:21]=1[C:22]([NH:24][C@H:25]([C:35]([OH:37])=[O:36])[CH2:26][NH:27][C:28]([C:30]1[S:31][CH:32]=[CH:33][CH:34]=1)=[O:29])=[O:23], predict the reaction product. The product is: [Cl:60][C:38]1[CH:39]=[C:40]([C:42]([NH:44][CH2:45][C:46]2[CH:51]=[CH:50][CH:49]=[C:48]([OH:52])[CH:47]=2)=[O:43])[CH:41]=[C:20]([Cl:19])[C:21]=1[C:22]([NH:24][C@H:25]([C:35]([O:37][CH3:2])=[O:36])[CH2:26][NH:27][C:28]([C:30]1[S:31][CH:32]=[CH:33][CH:34]=1)=[O:29])=[O:23]. (6) The product is: [C:27]([C:30]1[CH:35]=[CH:34][C:33]([C:2]2[N:7]=[CH:6][C:5]([C@H:8]([NH:13][C@H:14]([C:19]([NH:21][C:22]3([C:25]#[N:26])[CH2:24][CH2:23]3)=[O:20])[CH2:15][CH:16]([CH3:18])[CH3:17])[C:9]([F:12])([F:11])[F:10])=[CH:4][CH:3]=2)=[CH:32][CH:31]=1)(=[O:29])[CH3:28]. Given the reactants Cl[C:2]1[N:7]=[CH:6][C:5]([C@H:8]([NH:13][C@H:14]([C:19]([NH:21][C:22]2([C:25]#[N:26])[CH2:24][CH2:23]2)=[O:20])[CH2:15][CH:16]([CH3:18])[CH3:17])[C:9]([F:12])([F:11])[F:10])=[CH:4][CH:3]=1.[C:27]([C:30]1[CH:35]=[CH:34][C:33](B(O)O)=[CH:32][CH:31]=1)(=[O:29])[CH3:28].C([O-])([O-])=O.[Na+].[Na+], predict the reaction product.